This data is from Catalyst prediction with 721,799 reactions and 888 catalyst types from USPTO. The task is: Predict which catalyst facilitates the given reaction. Reactant: [CH:1]1([C:4]2[N:8]([CH3:9])[C:7]3[C:10]([C:21](OC)=[O:22])=[CH:11][C:12]([C:14]4[C:15]([CH3:20])=[N:16][O:17][C:18]=4[CH3:19])=[CH:13][C:6]=3[N:5]=2)[CH2:3][CH2:2]1.[CH2:25]([Mg]Br)[CH3:26]. Product: [CH:1]1([C:4]2[N:8]([CH3:9])[C:7]3[C:10]([CH:21]([OH:22])[CH2:25][CH3:26])=[CH:11][C:12]([C:14]4[C:15]([CH3:20])=[N:16][O:17][C:18]=4[CH3:19])=[CH:13][C:6]=3[N:5]=2)[CH2:2][CH2:3]1. The catalyst class is: 1.